Dataset: Forward reaction prediction with 1.9M reactions from USPTO patents (1976-2016). Task: Predict the product of the given reaction. (1) Given the reactants C[N:2]1[CH2:7][CH:6]=[C:5]([CH2:8][C:9]([O:11][CH2:12][CH3:13])=[O:10])[CH2:4][CH2:3]1.ClC(OC(Cl)=O)C, predict the reaction product. The product is: [NH:2]1[CH2:3][CH:4]=[C:5]([CH2:8][C:9]([O:11][CH2:12][CH3:13])=[O:10])[CH2:6][CH2:7]1. (2) Given the reactants C([NH:8][C@@H:9]1[C@H:13]2[O:14][CH2:15][C@@H:16]([O:17][S:18]([C:21]3[CH:26]=[CH:25][C:24]([CH3:27])=[CH:23][CH:22]=3)(=[O:20])=[O:19])[C@H:12]2[O:11][CH2:10]1)C1C=CC=CC=1, predict the reaction product. The product is: [NH2:8][C@@H:9]1[C@H:13]2[O:14][CH2:15][C@@H:16]([O:17][S:18]([C:21]3[CH:26]=[CH:25][C:24]([CH3:27])=[CH:23][CH:22]=3)(=[O:20])=[O:19])[C@H:12]2[O:11][CH2:10]1. (3) Given the reactants [Si]([O:8][CH2:9][C:10]1[N:18]([CH2:19][CH2:20][C:21]([O:23][CH3:24])=[O:22])[C:13]2=[N:14][CH:15]=[CH:16][CH:17]=[C:12]2[CH:11]=1)(C(C)(C)C)(C)C.[F-].C([N+](CCCC)(CCCC)CCCC)CCC, predict the reaction product. The product is: [OH:8][CH2:9][C:10]1[N:18]([CH2:19][CH2:20][C:21]([O:23][CH3:24])=[O:22])[C:13]2=[N:14][CH:15]=[CH:16][CH:17]=[C:12]2[CH:11]=1. (4) Given the reactants [CH2:1]([O:3][C:4](=[O:14])[CH2:5][CH2:6][NH:7][CH2:8][C:9]([O:11][CH2:12][CH3:13])=[O:10])[CH3:2].C([O-])([O-])=O.[K+].[K+].[CH:21]1[CH:26]=[CH:25][C:24]([CH2:27][O:28][C:29](Cl)=[O:30])=[CH:23][CH:22]=1, predict the reaction product. The product is: [CH2:1]([O:3][C:4](=[O:14])[CH2:5][CH2:6][N:7]([C:29]([O:28][CH2:27][C:24]1[CH:25]=[CH:26][CH:21]=[CH:22][CH:23]=1)=[O:30])[CH2:8][C:9]([O:11][CH2:12][CH3:13])=[O:10])[CH3:2].